This data is from Full USPTO retrosynthesis dataset with 1.9M reactions from patents (1976-2016). The task is: Predict the reactants needed to synthesize the given product. (1) Given the product [O:14]1[C:18]2[CH:19]=[CH:20][C:21]([C:23]3[NH:1][C:2]4[N:6]([N:5]=[C:4]([OH:7])[C:3]=4[C:8]4[CH:9]=[N:10][CH:11]=[CH:12][CH:13]=4)[C:25](=[O:26])[CH:24]=3)=[CH:22][C:17]=2[O:16][CH2:15]1, predict the reactants needed to synthesize it. The reactants are: [NH2:1][C:2]1[NH:6][N:5]=[C:4]([OH:7])[C:3]=1[C:8]1[CH:9]=[N:10][CH:11]=[CH:12][CH:13]=1.[O:14]1[C:18]2[CH:19]=[CH:20][C:21]([C:23](=O)[CH2:24][C:25](OCC)=[O:26])=[CH:22][C:17]=2[O:16][CH2:15]1. (2) Given the product [CH2:28]([O:30][CH2:31][CH2:32][C:33]1[N:36]=[C:25]([CH:11]2[CH2:12][CH:13]([C:15]3[CH:20]=[CH:19][C:18]([C:21]([F:22])([F:23])[F:24])=[CH:17][CH:16]=3)[CH2:14][N:9]([C:7]([N:1]3[CH2:6][CH2:5][S:4][CH2:3][CH2:2]3)=[O:8])[CH2:10]2)[O:27][N:34]=1)[CH3:29], predict the reactants needed to synthesize it. The reactants are: [N:1]1([C:7]([N:9]2[CH2:14][CH:13]([C:15]3[CH:20]=[CH:19][C:18]([C:21]([F:24])([F:23])[F:22])=[CH:17][CH:16]=3)[CH2:12][CH:11]([C:25]([OH:27])=O)[CH2:10]2)=[O:8])[CH2:6][CH2:5][S:4][CH2:3][CH2:2]1.[CH2:28]([O:30][CH2:31][CH2:32][C:33](=[NH:36])[NH:34]O)[CH3:29]. (3) The reactants are: [C:1]1([NH:7][C:8]([C:10]2[CH:15]=[CH:14][N:13]3[CH:16]=[C:17]([C:19]([F:22])([F:21])[F:20])[N:18]=[C:12]3[CH:11]=2)=[O:9])[CH:6]=[CH:5][CH:4]=[CH:3][CH:2]=1.Cl[C:24](=[O:30])[C:25]([O:27][CH2:28][CH3:29])=[O:26].C(=O)([O-])O.[Na+]. Given the product [O:30]=[C:24]([C:16]1[N:13]2[CH:14]=[CH:15][C:10]([C:8](=[O:9])[NH:7][C:1]3[CH:2]=[CH:3][CH:4]=[CH:5][CH:6]=3)=[CH:11][C:12]2=[N:18][C:17]=1[C:19]([F:22])([F:21])[F:20])[C:25]([O:27][CH2:28][CH3:29])=[O:26], predict the reactants needed to synthesize it. (4) Given the product [CH2:1]([NH:3][CH2:24][C:22]([CH2:21][NH:20][C:15]1[CH:16]=[CH:17][CH:18]=[C:19]2[C:14]=1[CH:13]=[N:12][N:11]2[C:8]1[CH:7]=[CH:6][C:5]([F:4])=[CH:10][CH:9]=1)([OH:23])[C:25]([F:28])([F:27])[F:26])[CH3:2], predict the reactants needed to synthesize it. The reactants are: [CH2:1]([NH2:3])[CH3:2].[F:4][C:5]1[CH:10]=[CH:9][C:8]([N:11]2[C:19]3[CH:18]=[CH:17][CH:16]=[C:15]([NH:20][CH2:21][C:22]4([C:25]([F:28])([F:27])[F:26])[CH2:24][O:23]4)[C:14]=3[CH:13]=[N:12]2)=[CH:7][CH:6]=1. (5) Given the product [NH2:7][C:8]([CH3:35])([CH3:34])[CH2:9][NH:10][CH:11]([C:15]1[N:24]([CH2:25][C:26]2[CH:31]=[CH:30][CH:29]=[CH:28][CH:27]=2)[C:23](=[O:32])[C:22]2[C:17](=[N:18][C:19]([Cl:33])=[CH:20][N:21]=2)[N:16]=1)[CH:12]([CH3:14])[CH3:13], predict the reactants needed to synthesize it. The reactants are: C(OC(=O)[NH:7][C:8]([CH3:35])([CH3:34])[CH2:9][NH:10][CH:11]([C:15]1[N:24]([CH2:25][C:26]2[CH:31]=[CH:30][CH:29]=[CH:28][CH:27]=2)[C:23](=[O:32])[C:22]2[C:17](=[N:18][C:19]([Cl:33])=[CH:20][N:21]=2)[N:16]=1)[CH:12]([CH3:14])[CH3:13])(C)(C)C.FC(F)(F)C(O)=O. (6) Given the product [F:49][C:3]1[C:4]([C:37](=[O:40])[NH:38][CH3:39])=[C:5]([NH:8][C:9]2[C:14]([C:15]([F:16])([F:18])[F:17])=[CH:13][N:12]=[C:11]([NH:19][C:20]3[CH:34]=[CH:33][C:23]([CH2:24][P:25](=[O:32])([O:26][CH2:27][CH3:28])[O:29][CH2:30][CH3:31])=[CH:22][C:21]=3[O:35][CH3:36])[N:10]=2)[CH:6]=[CH:7][CH:2]=1, predict the reactants needed to synthesize it. The reactants are: F[C:2]1[CH:7]=[CH:6][C:5]([NH:8][C:9]2[C:14]([C:15]([F:18])([F:17])[F:16])=[CH:13][N:12]=[C:11]([NH:19][C:20]3[CH:34]=[CH:33][C:23]([CH2:24][P:25](=[O:32])([O:29][CH2:30][CH3:31])[O:26][CH2:27][CH3:28])=[CH:22][C:21]=3[O:35][CH3:36])[N:10]=2)=[C:4]([C:37](=[O:40])[NH:38][CH3:39])[CH:3]=1.ClC1C(C(F)(F)[F:49])=CN=C(NC2C=CC(CP(=O)(OCC)OCC)=CC=2OC)N=1.NC1C=CC=C(F)C=1C(NC)=O. (7) Given the product [Cl:67][C:62]1[CH:63]=[CH:64][CH:65]=[C:66]2[C:61]=1[N:60]=[C:59]([N:68]1[CH2:72][CH2:71][CH2:70][C:69]1=[O:73])[C:58]([CH3:74])=[C:57]2[NH:49][C:48]1[CH:47]=[C:46]([N:50]2[CH2:55][CH2:54][O:53][CH2:52][CH2:51]2)[N:45]=[CH:44][C:43]=1[C:39]1[CH:40]=[N:41][CH:42]=[C:37]([O:36][CH3:35])[CH:38]=1, predict the reactants needed to synthesize it. The reactants are: C1(P(C2CCCCC2)C2C=CC=CC=2C2C(C(C)C)=CC(C(C)C)=CC=2C(C)C)CCCCC1.[CH3:35][O:36][C:37]1[CH:38]=[C:39]([C:43]2[CH:44]=[N:45][C:46]([N:50]3[CH2:55][CH2:54][O:53][CH2:52][CH2:51]3)=[CH:47][C:48]=2[NH2:49])[CH:40]=[N:41][CH:42]=1.Cl[C:57]1[C:66]2[C:61](=[C:62]([Cl:67])[CH:63]=[CH:64][CH:65]=2)[N:60]=[C:59]([N:68]2[CH2:72][CH2:71][CH2:70][C:69]2=[O:73])[C:58]=1[CH3:74].CC(C)([O-])C.[Na+].